This data is from Forward reaction prediction with 1.9M reactions from USPTO patents (1976-2016). The task is: Predict the product of the given reaction. (1) The product is: [C:3]([O:7][C:8](=[O:36])[CH2:9][C@H:10]([NH:25][C:26]([O:28][CH2:29][C:30]1[CH:35]=[CH:34][CH:33]=[CH:32][CH:31]=1)=[O:27])[CH:11]([OH:24])[CH2:12][O:13][C:14]1[C:19]([F:20])=[C:18]([F:21])[CH:17]=[C:16]([F:22])[C:15]=1[F:23])([CH3:6])([CH3:4])[CH3:5]. Given the reactants [BH4-].[Na+].[C:3]([O:7][C:8](=[O:36])[CH2:9][CH:10]([NH:25][C:26]([O:28][CH2:29][C:30]1[CH:35]=[CH:34][CH:33]=[CH:32][CH:31]=1)=[O:27])[C:11](=[O:24])[CH2:12][O:13][C:14]1[C:19]([F:20])=[C:18]([F:21])[CH:17]=[C:16]([F:22])[C:15]=1[F:23])([CH3:6])([CH3:5])[CH3:4], predict the reaction product. (2) Given the reactants [Cl-].[Al+3].[Cl-].[Cl-].[CH2:5]([O:7][C:8](=[O:50])[CH:9]([C:27]1[N:28]([CH3:49])[C:29]2[C:34]([C:35]=1SC(C)(C)C)=[CH:33][C:32]([O:41][CH2:42][C:43]1[CH:48]=[CH:47][CH:46]=[CH:45][N:44]=1)=[CH:31][CH:30]=2)[CH2:10][C:11]1[CH:16]=[CH:15][C:14]([C:17]2[CH:22]=[CH:21][C:20]([C:23]([F:26])([F:25])[F:24])=[CH:19][N:18]=2)=[CH:13][CH:12]=1)[CH3:6], predict the reaction product. The product is: [CH2:5]([O:7][C:8](=[O:50])[CH:9]([C:27]1[N:28]([CH3:49])[C:29]2[C:34]([CH:35]=1)=[CH:33][C:32]([O:41][CH2:42][C:43]1[CH:48]=[CH:47][CH:46]=[CH:45][N:44]=1)=[CH:31][CH:30]=2)[CH2:10][C:11]1[CH:12]=[CH:13][C:14]([C:17]2[CH:22]=[CH:21][C:20]([C:23]([F:25])([F:26])[F:24])=[CH:19][N:18]=2)=[CH:15][CH:16]=1)[CH3:6]. (3) Given the reactants [CH3:1][O:2][C:3]1[CH:8]=[CH:7][N:6]=[C:5]([N:9]2[C:13]3[CH:14]=[CH:15][CH:16]=[CH:17][C:12]=3[N:11]([CH2:18][C:19]([O:21]C(C)(C)C)=[O:20])[C:10]2=[O:26])[N:4]=1.C(Cl)Cl, predict the reaction product. The product is: [CH3:1][O:2][C:3]1[CH:8]=[CH:7][N:6]=[C:5]([N:9]2[C:13]3[CH:14]=[CH:15][CH:16]=[CH:17][C:12]=3[N:11]([CH2:18][C:19]([OH:21])=[O:20])[C:10]2=[O:26])[N:4]=1. (4) Given the reactants Cl[C:2]1[CH:7]=[C:6]([C:8]2[NH:12][C:11]3[CH:13]=[CH:14][CH:15]=[C:16]([NH2:17])[C:10]=3[N:9]=2)[CH:5]=[CH:4][N:3]=1.[CH2:18]([NH2:21])[CH2:19][CH3:20].O, predict the reaction product. The product is: [CH2:18]([NH:21][C:2]1[CH:7]=[C:6]([C:8]2[NH:12][C:11]3[CH:13]=[CH:14][CH:15]=[C:16]([NH2:17])[C:10]=3[N:9]=2)[CH:5]=[CH:4][N:3]=1)[CH2:19][CH3:20]. (5) Given the reactants [CH2:1]([O:4][C@H:5]1[C@H:9]([N:10]2[CH:18]=[N:17][C:16]3[C:11]2=[N:12][CH:13]=[N:14][C:15]=3[NH2:19])[O:8][C@H:7]([CH2:20][C@@H:21]([NH:36][C:37]([O:39][C:40]([CH3:43])([CH3:42])[CH3:41])=[O:38])[CH2:22][CH2:23][C@H:24]([NH:28][C:29]([O:31][C:32]([CH3:35])([CH3:34])[CH3:33])=[O:30])[C:25]([OH:27])=[O:26])[C@H:6]1[OH:44])[CH:2]=C.[O:45]1CCCC1.I([O-])(=O)(=O)=[O:51].[Na+].[C:56](#[N:58])[CH3:57].O.[C:60]([OH:66])([C:62]([F:65])([F:64])[F:63])=[O:61].O, predict the reaction product. The product is: [NH2:19][C:15]1[N:14]=[CH:13][N:12]=[C:11]2[C:16]=1[N:17]=[CH:18][N:10]2[C@@H:9]1[O:8][C@H:7]([CH2:20][C@@H:21]([NH:36][C:37]([O:39][C:40]([CH3:41])([CH3:42])[CH3:43])=[O:38])[CH2:22][CH2:23][C@H:24]([NH:28][C:29]([O:31][C:32]([CH3:33])([CH3:35])[CH3:34])=[O:30])[C:25]([OH:27])=[O:26])[C@@H:6]([OH:44])[C@H:5]1[O:4][CH2:1][CH:2]=[O:45].[C:56](#[N:58])[CH3:57].[OH2:51].[C:60]([OH:66])([C:62]([F:65])([F:64])[F:63])=[O:61].